This data is from NCI-60 drug combinations with 297,098 pairs across 59 cell lines. The task is: Regression. Given two drug SMILES strings and cell line genomic features, predict the synergy score measuring deviation from expected non-interaction effect. Drug 1: CC1=CC2C(CCC3(C2CCC3(C(=O)C)OC(=O)C)C)C4(C1=CC(=O)CC4)C. Drug 2: CN(C(=O)NC(C=O)C(C(C(CO)O)O)O)N=O. Cell line: A549. Synergy scores: CSS=7.34, Synergy_ZIP=-4.05, Synergy_Bliss=-2.29, Synergy_Loewe=-0.688, Synergy_HSA=-0.611.